Dataset: Catalyst prediction with 721,799 reactions and 888 catalyst types from USPTO. Task: Predict which catalyst facilitates the given reaction. (1) Reactant: [F:1][C:2]([F:16])([F:15])[C:3](=O)[CH2:4][S:5]([C:7]1[CH:12]=[CH:11][C:10]([CH3:13])=[CH:9][CH:8]=1)=[O:6].C[Si](C)(C)[N:19]=P(C1C=CC=CC=1)(C1C=CC=CC=1)C1C=CC=CC=1. Product: [C:10]1([CH3:13])[CH:11]=[CH:12][C:7]([S:5](/[CH:4]=[C:3](\[NH2:19])/[C:2]([F:16])([F:15])[F:1])=[O:6])=[CH:8][CH:9]=1. The catalyst class is: 11. (2) Reactant: S(Cl)(Cl)=O.[Cl:5][C:6]1[CH:22]=[CH:21][CH:20]=[C:19]([Cl:23])[C:7]=1[C:8]([NH:10][C:11]1[C:12]([C:16]([OH:18])=O)=[N:13][NH:14][CH:15]=1)=[O:9].C(N(CC)CC)C.[C:31]([O:35][C:36]([N:38]1[CH2:43][CH2:42][CH:41]([NH2:44])[CH2:40][CH2:39]1)=[O:37])([CH3:34])([CH3:33])[CH3:32]. Product: [C:31]([O:35][C:36]([N:38]1[CH2:43][CH2:42][CH:41]([NH:44][C:16]([C:12]2[C:11]([NH:10][C:8](=[O:9])[C:7]3[C:19]([Cl:23])=[CH:20][CH:21]=[CH:22][C:6]=3[Cl:5])=[CH:15][NH:14][N:13]=2)=[O:18])[CH2:40][CH2:39]1)=[O:37])([CH3:34])([CH3:32])[CH3:33]. The catalyst class is: 359. (3) Reactant: [Br:1][C:2]1[CH:7]=[CH:6][C:5]([C:8]2[CH:13]=[CH:12][C:11]([S:14]([NH:17][CH:18](CO)[C:19]([O:21][CH3:22])=[O:20])(=[O:16])=[O:15])=[CH:10][CH:9]=2)=[CH:4][CH:3]=1.C[CH2:26][N:27]([CH2:30][CH3:31])[CH2:28][CH3:29].CS(Cl)(=O)=[O:34].[CH2:37](N)[CH2:38][CH2:39][CH2:40][CH2:41][CH2:42]CC. Product: [Br:1][C:2]1[CH:3]=[CH:4][C:5]([C:8]2[CH:9]=[CH:10][C:11]([S:14]([N:17]3[CH2:29][C:28](=[O:34])[N:27]([CH2:30][CH2:31][CH2:37][CH2:38][CH2:39][CH2:40][CH2:41][CH3:42])[CH2:26][CH:18]3[C:19]([O:21][CH3:22])=[O:20])(=[O:16])=[O:15])=[CH:12][CH:13]=2)=[CH:6][CH:7]=1. The catalyst class is: 4.